Dataset: Catalyst prediction with 721,799 reactions and 888 catalyst types from USPTO. Task: Predict which catalyst facilitates the given reaction. (1) Reactant: CC1(C)OC(=O)[CH:5]([C:9](=[O:20])[CH2:10][CH2:11][NH:12][C:13](=[O:19])[O:14][C:15]([CH3:18])([CH3:17])[CH3:16])[C:4](=O)[O:3]1. Product: [O:3]=[C:4]1[CH2:5][C:9](=[O:20])[CH2:10][CH2:11][N:12]1[C:13]([O:14][C:15]([CH3:18])([CH3:17])[CH3:16])=[O:19]. The catalyst class is: 11. (2) Product: [Cl:1][C:2]1[CH:9]=[C:8]([Cl:10])[CH:7]=[C:6]([O:11][CH3:12])[C:3]=1[CH:4]=[N:19][OH:20]. The catalyst class is: 3. Reactant: [Cl:1][C:2]1[CH:9]=[C:8]([Cl:10])[CH:7]=[C:6]([O:11][CH3:12])[C:3]=1[CH:4]=O.CC([O-])=O.[Na+].Cl.[NH2:19][OH:20]. (3) Reactant: [C:1]([CH:3]([CH:7]1[C:11]([Cl:12])=[C:10](Cl)C(=O)O1)[C:4]([NH2:6])=[O:5])#[N:2].Cl.[NH2:16][CH2:17][C:18]1[CH:23]=[C:22]([Cl:24])[CH:21]=[CH:20][C:19]=1[NH:25][C:26]([NH:28][CH3:29])=[O:27].C(N(C(C)C)CC)(C)C.[OH-].[Na+]. Product: [ClH:12].[Cl:12][C:11]1[CH:7]=[C:3]([C:4]([NH2:6])=[O:5])[C:1](=[NH:2])[N:16]([CH2:17][C:18]2[CH:23]=[C:22]([Cl:24])[CH:21]=[CH:20][C:19]=2[NH:25][C:26](=[O:27])[NH:28][CH3:29])[CH:10]=1. The catalyst class is: 8. (4) Reactant: CN(OC)[C:3](=[O:15])[CH2:4][CH:5]([C:9]1[CH:14]=[CH:13][CH:12]=[CH:11][CH:10]=1)[CH:6]([CH3:8])[CH3:7].[H-].C([Al+]CC(C)C)C(C)C.C1(C)C=CC=CC=1.CO. Product: [CH3:7][CH:6]([CH3:8])[CH:5]([C:9]1[CH:14]=[CH:13][CH:12]=[CH:11][CH:10]=1)[CH2:4][CH:3]=[O:15]. The catalyst class is: 7. (5) Reactant: [CH2:1]([O:8][CH2:9][O:10][C:11]1[C:19]2[C:14](=[CH:15][N:16]=[CH:17][CH:18]=2)[O:13][CH:12]=1)[C:2]1[CH:7]=[CH:6][CH:5]=[CH:4][CH:3]=1.[Li]CCCC.CON(C)[C:28](=[O:34])[CH2:29][CH2:30][CH2:31][O:32][CH3:33]. Product: [CH2:1]([O:8][CH2:9][O:10][C:11]1[C:19]2[C:14](=[CH:15][N:16]=[CH:17][CH:18]=2)[O:13][C:12]=1[C:28](=[O:34])[CH2:29][CH2:30][CH2:31][O:32][CH3:33])[C:2]1[CH:7]=[CH:6][CH:5]=[CH:4][CH:3]=1. The catalyst class is: 1.